From a dataset of Reaction yield outcomes from USPTO patents with 853,638 reactions. Predict the reaction yield, written as a fraction of the theoretical maximum amount of product (1.0 means a 100% yield; for example, 0.34 means a 34% yield). (1) The reactants are [CH2:1]([O:8][C:9]1[CH:21]=[C:20]2[C:12]([C:13]3[CH:14]=[CH:15][C:16]([NH:22][CH3:23])=[CH:17][C:18]=3[NH:19]2)=[CH:11][CH:10]=1)[C:2]1[CH:7]=[CH:6][CH:5]=[CH:4][CH:3]=1.[CH:24]([OH:26])=O.C(Cl)CCl. The catalyst is CN(C1C=CN=CC=1)C.N1C=CC=CC=1. The product is [CH2:1]([O:8][C:9]1[CH:21]=[C:20]2[C:12]([C:13]3[CH:14]=[CH:15][C:16]([N:22]([CH3:23])[CH:24]=[O:26])=[CH:17][C:18]=3[NH:19]2)=[CH:11][CH:10]=1)[C:2]1[CH:3]=[CH:4][CH:5]=[CH:6][CH:7]=1. The yield is 0.830. (2) The yield is 0.460. The catalyst is CC(=O)CC. The reactants are [C:1]([C:4]1[S:5]C(Cl)=C[CH:8]=1)(=O)[CH3:2].[Cl:10][C:11]1[S:15][C:14]([C:16]([CH2:18][C:19]#[N:20])=[O:17])=[CH:13][CH:12]=1.N1CCOCC1.[S]. The product is [NH2:20][C:19]1[S:5][C:4]([CH3:8])=[C:1]([CH3:2])[C:18]=1[C:16]([C:14]1[S:15][C:11]([Cl:10])=[CH:12][CH:13]=1)=[O:17]. (3) The reactants are ClC1C=CC(CC2CC3N(CC(N)C)C(CC3)C2)=CC=1.C[O:22][C:23]1[CH:24]=[C:25]([N:33]=[C:34]=[O:35])[CH:26]=[C:27](OC)[C:28]=1OC. The catalyst is C(Cl)Cl. The product is [OH:22][CH:23]1[CH2:24][CH:25]2[CH2:26][CH2:27][CH:28]1[C:34](=[O:35])[NH:33]2. The yield is 0.550. (4) The reactants are Cl.FC1C=C(C=CC=1)CN1C=C(C2C3C(=NC=C(C4C=CC(C5CCNCC5)=CC=4)C=3)N(S(C3C=CC(C)=CC=3)(=O)=O)C=2)C=N1.[F:46][C:47]1[CH:48]=[C:49]([CH:95]=[C:96]([F:98])[CH:97]=1)[CH2:50][N:51]1[CH:55]=[C:54]([C:56]2[C:64]3[C:59](=[N:60][CH:61]=[C:62]([C:65]4[CH:70]=[CH:69][C:68]([CH:71]5[CH2:76][CH2:75][N:74]([C:77]([O:79][C:80]([CH3:83])([CH3:82])[CH3:81])=[O:78])[CH2:73][CH2:72]5)=[C:67]([F:84])[CH:66]=4)[CH:63]=3)[N:58](S(C3C=CC(C)=CC=3)(=O)=O)[CH:57]=2)[CH:53]=[N:52]1.[OH-].[Li+]. The catalyst is C1COCC1.CO.O. The product is [F:98][C:96]1[CH:95]=[C:49]([CH:48]=[C:47]([F:46])[CH:97]=1)[CH2:50][N:51]1[CH:55]=[C:54]([C:56]2[C:64]3[C:59](=[N:60][CH:61]=[C:62]([C:65]4[CH:70]=[CH:69][C:68]([CH:71]5[CH2:76][CH2:75][N:74]([C:77]([O:79][C:80]([CH3:83])([CH3:82])[CH3:81])=[O:78])[CH2:73][CH2:72]5)=[C:67]([F:84])[CH:66]=4)[CH:63]=3)[NH:58][CH:57]=2)[CH:53]=[N:52]1. The yield is 0.810. (5) The reactants are CS(O[CH2:6][CH:7]1[CH2:9][CH:8]1[CH2:10][C:11]1[N:19]2[C:14]([C:15]([NH2:20])=[N:16][CH:17]=[N:18]2)=[C:13]([C:21]2[CH:22]=[CH:23][C:24]3[C:28]([CH:29]=2)=[N:27][N:26]([CH2:30][C:31]2[CH:36]=[CH:35][CH:34]=[CH:33][CH:32]=2)[CH:25]=3)[CH:12]=1)(=O)=O.[NH:37]1[CH2:41][CH2:40][CH2:39][CH2:38]1.CCN(C(C)C)C(C)C. The catalyst is CN(C=O)C. The product is [CH2:30]([N:26]1[CH:25]=[C:24]2[C:28]([CH:29]=[C:21]([C:13]3[CH:12]=[C:11]([CH2:10][CH:8]4[CH2:9][CH:7]4[CH2:6][N:37]4[CH2:41][CH2:40][CH2:39][CH2:38]4)[N:19]4[C:14]=3[C:15]([NH2:20])=[N:16][CH:17]=[N:18]4)[CH:22]=[CH:23]2)=[N:27]1)[C:31]1[CH:36]=[CH:35][CH:34]=[CH:33][CH:32]=1. The yield is 0.0600. (6) The reactants are O.NN.O=C1C2C(=CC=CC=2)C(=O)[N:6]1[C@@H:15]1[CH2:20][CH2:19][C@H:18]([O:21][C:22](=[O:32])[C:23]2[CH:28]=[CH:27][C:26]([N+:29]([O-:31])=[O:30])=[CH:25][CH:24]=2)[CH2:17][CH2:16]1.CO. The catalyst is C(Cl)Cl. The product is [NH2:6][C@H:15]1[CH2:16][CH2:17][C@H:18]([O:21][C:22](=[O:32])[C:23]2[CH:28]=[CH:27][C:26]([N+:29]([O-:31])=[O:30])=[CH:25][CH:24]=2)[CH2:19][CH2:20]1. The yield is 0.890.